From a dataset of Full USPTO retrosynthesis dataset with 1.9M reactions from patents (1976-2016). Predict the reactants needed to synthesize the given product. (1) Given the product [N:3]1[C:4]2[C:9](=[CH:8][CH:7]=[CH:6][CH:5]=2)[CH:10]=[CH:11][C:2]=1[NH:15][CH2:14][CH2:13][CH2:12][NH2:16], predict the reactants needed to synthesize it. The reactants are: Cl[C:2]1[CH:11]=[CH:10][C:9]2[C:4](=[CH:5][CH:6]=[CH:7][CH:8]=2)[N:3]=1.[CH2:12]([NH2:16])[CH2:13][CH2:14][NH2:15].CC([O-])(C)C.[Na+]. (2) Given the product [Cl:24][C:21]1[CH:22]=[CH:23][C:18]([NH:17][S:13]([C:10]2[CH:11]=[CH:12][C:7]([C:4]3[O:3][C:2]([CH3:1])=[N:6][CH:5]=3)=[CH:8][CH:9]=2)(=[O:15])=[O:14])=[C:19]([C:25]([C:27]2[CH:32]=[CH:31][CH:30]=[C:29]([CH3:33])[N:28]=2)=[O:26])[CH:20]=1, predict the reactants needed to synthesize it. The reactants are: [CH3:1][C:2]1[O:3][C:4]([C:7]2[CH:12]=[CH:11][C:10]([S:13](Cl)(=[O:15])=[O:14])=[CH:9][CH:8]=2)=[CH:5][N:6]=1.[NH2:17][C:18]1[CH:23]=[CH:22][C:21]([Cl:24])=[CH:20][C:19]=1[C:25]([C:27]1[CH:32]=[CH:31][CH:30]=[C:29]([CH3:33])[N:28]=1)=[O:26]. (3) Given the product [CH:22]1([CH2:21][O:20][C:11]2[CH:12]=[C:13]([C:16]([F:17])([F:18])[F:19])[CH:14]=[CH:15][C:10]=2[C:9]([OH:28])=[O:8])[CH2:27][CH2:26][CH2:25][CH2:24][CH2:23]1, predict the reactants needed to synthesize it. The reactants are: C1(C[O:8][C:9](=[O:28])[C:10]2[CH:15]=[CH:14][C:13]([C:16]([F:19])([F:18])[F:17])=[CH:12][C:11]=2[O:20][CH2:21][CH:22]2[CH2:27][CH2:26][CH2:25][CH2:24][CH2:23]2)CCCCC1.[Li+].[OH-]. (4) Given the product [F:25][C:22]([F:23])([F:24])[C:21]([NH:8][C:9]1[CH:14]=[CH:13][C:12]([S:15][CH2:31][C:32]2[N:36]([CH2:37][CH2:38][CH3:39])[CH:35]=[N:34][CH:33]=2)=[CH:11][CH:10]=1)=[O:26], predict the reactants needed to synthesize it. The reactants are: C(N(CC)CC)C.[NH2:8][C:9]1[CH:14]=[CH:13][C:12]([SH:15])=[CH:11][CH:10]=1.[F:23][C:22]([F:25])([F:24])[C:21](O[C:21](=[O:26])[C:22]([F:25])([F:24])[F:23])=[O:26].Cl.Cl[CH2:31][C:32]1[N:36]([CH2:37][CH2:38][CH3:39])[CH:35]=[N:34][CH:33]=1. (5) Given the product [CH:19]([O:22][C:23]1[CH:29]=[CH:28][C:26]([NH:27][C:16]([C@@H:10]2[CH2:11][CH2:12][C@H:13]3[N:8]([C:6]([O:5][C:1]([CH3:2])([CH3:3])[CH3:4])=[O:7])[C@@H:9]2[CH2:15][CH2:14]3)=[O:18])=[CH:25][CH:24]=1)([CH3:21])[CH3:20], predict the reactants needed to synthesize it. The reactants are: [C:1]([O:5][C:6]([N:8]1[C@H:13]2[CH2:14][CH2:15][C@@H:9]1[C@H:10]([C:16]([OH:18])=O)[CH2:11][CH2:12]2)=[O:7])([CH3:4])([CH3:3])[CH3:2].[CH:19]([O:22][C:23]1[CH:29]=[CH:28][C:26]([NH2:27])=[CH:25][CH:24]=1)([CH3:21])[CH3:20]. (6) Given the product [CH2:1]([NH:7][C:8]([N:10]1[C:18](=[O:19])[C:17]2[C:12](=[N:13][C:14]([Cl:21])=[CH:15][C:16]=2[CH3:20])[N:11]1[CH2:23][CH2:24][CH2:25][CH3:26])=[O:9])[CH2:2][CH2:3][CH2:4][CH2:5][CH3:6], predict the reactants needed to synthesize it. The reactants are: [CH2:1]([NH:7][C:8]([N:10]1[C:18](=[O:19])[C:17]2[C:12](=[N:13][C:14]([Cl:21])=[CH:15][C:16]=2[CH3:20])[NH:11]1)=[O:9])[CH2:2][CH2:3][CH2:4][CH2:5][CH3:6].I[CH2:23][CH2:24][CH2:25][CH3:26].C(N(CC)CC)C.